From a dataset of hERG potassium channel inhibition data for cardiac toxicity prediction from Karim et al.. Regression/Classification. Given a drug SMILES string, predict its toxicity properties. Task type varies by dataset: regression for continuous values (e.g., LD50, hERG inhibition percentage) or binary classification for toxic/non-toxic outcomes (e.g., AMES mutagenicity, cardiotoxicity, hepatotoxicity). Dataset: herg_karim. (1) The result is 0 (non-blocker). The drug is OCc1ccc(-c2ccc(-c3ccc(CO)s3)o2)s1. (2) The compound is C[C@H](Cc1nc(-c2cn(CC3CCOCC3)c3c(Cl)cccc23)sc1Cl)NCCO. The result is 1 (blocker). (3) The drug is Cc1cc(C(=O)N2CCN(C(=O)[C@@H]3CCCO3)CC2)ccc1OCc1cccc(Cl)c1. The result is 0 (non-blocker). (4) The compound is Cc1n[nH]cc1C(=O)NC1CC(C)(C)Oc2nc(-c3ccc(Cl)cc3Cl)c(-c3ccc(Cl)cc3)cc21. The result is 1 (blocker). (5) The compound is CC(=O)Nc1ccc(-c2cc3sc(N4CCC(N5CCCCC5)CC4)nc3cn2)cn1. The result is 1 (blocker). (6) The drug is O=C(CNC(=O)c1cccc(C(F)(F)F)c1)NC1CN([C@H]2CC[C@H](c3ccncc3O)CC2)C1. The result is 0 (non-blocker).